Predict the reaction yield, written as a fraction of the theoretical maximum amount of product (1.0 means a 100% yield; for example, 0.34 means a 34% yield). From a dataset of Reaction yield outcomes from USPTO patents with 853,638 reactions. (1) The reactants are [Cl:1][C:2]1[CH:3]=[C:4]2[C:9](=[CH:10][C:11]=1[O:12][CH:13]([CH3:15])[CH3:14])[N:8]=[C:7]([O:16][CH3:17])[C:6]([C:18](=O)[CH3:19])=[CH:5]2.[CH3:21][C:22]([S@:25]([NH2:27])=[O:26])([CH3:24])[CH3:23]. The catalyst is C1COCC1.C1(C)C=CC=CC=1.CC(O[Ti](OC(C)C)(OC(C)C)OC(C)C)C. The product is [Cl:1][C:2]1[CH:3]=[C:4]2[C:9](=[CH:10][C:11]=1[O:12][CH:13]([CH3:15])[CH3:14])[N:8]=[C:7]([O:16][CH3:17])[C:6](/[C:18](=[N:27]/[S@@:25]([C:22]([CH3:24])([CH3:23])[CH3:21])=[O:26])/[CH3:19])=[CH:5]2. The yield is 0.870. (2) The reactants are [CH3:1][O:2][C:3]1[CH:8]=[CH:7][C:6]([NH:9][C:10](=[O:22])[CH2:11][C:12]2[CH:21]=[CH:20][C:15]([C:16]([O:18]C)=[O:17])=[CH:14][CH:13]=2)=[C:5]([C:23]([F:26])([F:25])[F:24])[CH:4]=1.[OH-].[Na+]. The catalyst is CCO. The product is [CH3:1][O:2][C:3]1[CH:8]=[CH:7][C:6]([NH:9][C:10](=[O:22])[CH2:11][C:12]2[CH:21]=[CH:20][C:15]([C:16]([OH:18])=[O:17])=[CH:14][CH:13]=2)=[C:5]([C:23]([F:24])([F:26])[F:25])[CH:4]=1. The yield is 0.890.